Regression/Classification. Given a drug SMILES string, predict its absorption, distribution, metabolism, or excretion properties. Task type varies by dataset: regression for continuous measurements (e.g., permeability, clearance, half-life) or binary classification for categorical outcomes (e.g., BBB penetration, CYP inhibition). Dataset: pampa_ncats. From a dataset of PAMPA (Parallel Artificial Membrane Permeability Assay) permeability data from NCATS. (1) The drug is CC1=C(C=C(C=C1)NS(=O)(=O)C2=C(C=C3C(=C2)CCC(=O)N3)N[C@H](C)CO)C. The result is 1 (high permeability). (2) The drug is C1=CC(=CC=C1NC(=O)C2=CC=NC=C2)S(=O)(=O)NC3=NC=CS3. The result is 0 (low-to-moderate permeability). (3) The compound is C1=CC=C(C(=C1)C2=NC3=CC=CC=C3C(=N2)NCC4=CC=C(C=C4)C5=CN=CC=C5)C(F)(F)F. The result is 1 (high permeability). (4) The compound is C1CN(CCN1C2=NC(=CS2)C3=CC=C(C=C3)Br)C(=O)N. The result is 1 (high permeability). (5) The molecule is CCC(CC)C1=NC(=NC(=C1)[C@H]2CN3CC[C@H]2C[C@@H]3CNS(=O)(=O)C4=CC=CS4)C5=CC=NC=C5. The result is 1 (high permeability). (6) The molecule is CC1=CC(=NO1)NC(=O)NC2=C(C=C(C=C2)OC3=C4C=C(C(=CC4=NC=C3)OC)OC)Cl. The result is 1 (high permeability).